This data is from Peptide-MHC class II binding affinity with 134,281 pairs from IEDB. The task is: Regression. Given a peptide amino acid sequence and an MHC pseudo amino acid sequence, predict their binding affinity value. This is MHC class II binding data. (1) The peptide sequence is KGSNPNYLALLVKYVNGDGD. The MHC is DRB1_0401 with pseudo-sequence DRB1_0401. The binding affinity (normalized) is 0.458. (2) The peptide sequence is YTKKEAFNVENGNAT. The MHC is HLA-DQA10101-DQB10501 with pseudo-sequence HLA-DQA10101-DQB10501. The binding affinity (normalized) is 0.214. (3) The peptide sequence is GATDVDGMAWFTPVG. The MHC is DRB1_0401 with pseudo-sequence DRB1_0401. The binding affinity (normalized) is 0.185. (4) The peptide sequence is YQIAFSRGNRAFIAI. The MHC is DRB3_0101 with pseudo-sequence DRB3_0101. The binding affinity (normalized) is 0.351. (5) The peptide sequence is FDSFVASLTEALRVI. The MHC is HLA-DPA10103-DPB10401 with pseudo-sequence HLA-DPA10103-DPB10401. The binding affinity (normalized) is 0.533. (6) The peptide sequence is QEPFKNLKTGKYAKM. The MHC is HLA-DQA10301-DQB10301 with pseudo-sequence HLA-DQA10301-DQB10301. The binding affinity (normalized) is 0.217. (7) The peptide sequence is KFDSRLAFHHMAREKH. The MHC is DRB4_0101 with pseudo-sequence DRB4_0103. The binding affinity (normalized) is 0.291. (8) The peptide sequence is CNANPGLMKDVAKVF. The MHC is DRB5_0101 with pseudo-sequence DRB5_0101. The binding affinity (normalized) is 0.540.